From a dataset of Full USPTO retrosynthesis dataset with 1.9M reactions from patents (1976-2016). Predict the reactants needed to synthesize the given product. (1) Given the product [CH:23]([C:26]1[C:31]([O:32][CH3:1])=[CH:30][CH:29]=[C:28]([CH:33]([CH3:35])[CH3:34])[C:27]=1[NH:36][C:37](=[O:49])[CH2:38][N:39]1[CH2:44][CH2:43][N:42]([CH2:45][CH2:46][CH2:47][OH:48])[CH2:41][CH2:40]1)([CH3:24])[CH3:25], predict the reactants needed to synthesize it. The reactants are: [CH:1](N(CC)C(C)C)(C)C.C[Si](C=[N+]=[N-])(C)C.CCCCCC.[CH:23]([C:26]1[C:31]([OH:32])=[CH:30][CH:29]=[C:28]([CH:33]([CH3:35])[CH3:34])[C:27]=1[NH:36][C:37](=[O:49])[CH2:38][N:39]1[CH2:44][CH2:43][N:42]([CH2:45][CH2:46][CH2:47][OH:48])[CH2:41][CH2:40]1)([CH3:25])[CH3:24]. (2) Given the product [F:27][C:20]1[CH:21]=[CH:22][C:23]([O:25][CH3:26])=[CH:24][C:19]=1[C:17]([C:6]1[C:7]2[C:12](=[CH:11][C:10]([O:13][CH3:14])=[C:9]([O:15][CH3:16])[CH:8]=2)[C:3]([CH2:2][NH:1][S:30]([CH3:29])(=[O:32])=[O:31])=[CH:4][N:5]=1)=[O:18], predict the reactants needed to synthesize it. The reactants are: [NH2:1][CH2:2][C:3]1[C:12]2[C:7](=[CH:8][C:9]([O:15][CH3:16])=[C:10]([O:13][CH3:14])[CH:11]=2)[C:6]([C:17]([C:19]2[CH:24]=[C:23]([O:25][CH3:26])[CH:22]=[CH:21][C:20]=2[F:27])=[O:18])=[N:5][CH:4]=1.Cl.[CH3:29][S:30](Cl)(=[O:32])=[O:31].C(N(CC)C(C)C)(C)C. (3) Given the product [Cl:1][C:2]1[C:11]2[C:6](=[CH:7][CH:8]=[CH:9][CH:10]=2)[CH:5]=[CH:4][C:3]=1[O:12][CH2:13][CH:14]([NH:16][CH2:23][C:21]1[O:22][C:18]([CH3:17])=[CH:19][CH:20]=1)[CH3:15], predict the reactants needed to synthesize it. The reactants are: [Cl:1][C:2]1[C:11]2[C:6](=[CH:7][CH:8]=[CH:9][CH:10]=2)[CH:5]=[CH:4][C:3]=1[O:12][CH2:13][CH:14]([NH2:16])[CH3:15].[CH3:17][C:18]1[O:22][C:21]([CH:23]=O)=[CH:20][CH:19]=1. (4) Given the product [OH:8][C:9]1[CH:18]=[C:17]2[C:12]([C:13](=[O:22])[N:14]([CH3:21])[C:15](=[O:20])[N:16]2[CH3:19])=[CH:11][C:10]=1[C:23]1[N:24]=[N:25][C:26]([N:29]([CH3:40])[CH:30]2[CH2:35][C:34]([CH3:36])([CH3:37])[NH:33][C:32]([CH3:39])([CH3:38])[CH2:31]2)=[CH:27][CH:28]=1, predict the reactants needed to synthesize it. The reactants are: C([O:8][C:9]1[CH:18]=[C:17]2[C:12]([C:13](=[O:22])[N:14]([CH3:21])[C:15](=[O:20])[N:16]2[CH3:19])=[CH:11][C:10]=1[C:23]1[N:24]=[N:25][C:26]([N:29]([CH3:40])[CH:30]2[CH2:35][C:34]([CH3:37])([CH3:36])[NH:33][C:32]([CH3:39])([CH3:38])[CH2:31]2)=[CH:27][CH:28]=1)C1C=CC=CC=1.Br. (5) Given the product [C:23]([O:27][C:28]([N:30]1[CH2:34][CH2:33][CH:32]([CH2:35][NH:1][C:2]2[CH:3]=[C:4]3[C:9](=[CH:10][CH:11]=2)[N:8]=[CH:7][C:6]([C:12]#[N:13])=[C:5]3[NH:14][C:15]2[CH:20]=[CH:19][C:18]([F:21])=[C:17]([Cl:22])[CH:16]=2)[CH2:31]1)=[O:29])([CH3:26])([CH3:24])[CH3:25], predict the reactants needed to synthesize it. The reactants are: [NH2:1][C:2]1[CH:3]=[C:4]2[C:9](=[CH:10][CH:11]=1)[N:8]=[CH:7][C:6]([C:12]#[N:13])=[C:5]2[NH:14][C:15]1[CH:20]=[CH:19][C:18]([F:21])=[C:17]([Cl:22])[CH:16]=1.[C:23]([O:27][C:28]([N:30]1[CH2:34][CH2:33][CH:32]([CH:35]=O)[CH2:31]1)=[O:29])([CH3:26])([CH3:25])[CH3:24].[BH3-]C#N.[Na+]. (6) Given the product [CH3:14][CH:13]([NH:1][C:2]1[CH:6]=[CH:5][S:4][C:3]=1[C:7]([O:9][CH3:10])=[O:8])[CH3:15], predict the reactants needed to synthesize it. The reactants are: [NH2:1][C:2]1[CH:6]=[CH:5][S:4][C:3]=1[C:7]([O:9][CH3:10])=[O:8].CO[C:13]([CH3:15])=[CH2:14].C(O[BH-](OC(=O)C)OC(=O)C)(=O)C.[Na+].C(=O)(O)[O-].[Na+]. (7) Given the product [OH:6][CH:1]([CH2:2][CH:3]([CH3:5])[CH3:4])[CH2:10][N+:7]([O-:9])=[O:8], predict the reactants needed to synthesize it. The reactants are: [CH:1](=[O:6])[CH2:2][CH:3]([CH3:5])[CH3:4].[N+:7]([CH3:10])([O-:9])=[O:8].